Task: Predict which catalyst facilitates the given reaction.. Dataset: Catalyst prediction with 721,799 reactions and 888 catalyst types from USPTO (1) Reactant: [CH3:1][CH2:2][O:3][C:4]([C:6]1[NH:7][C:8]2[C:13]([C:14]=1[CH2:15][CH2:16]Cl)=[CH:12][C:11]([C:18]([OH:20])=O)=[CH:10][CH:9]=2)=[O:5].[CH2:21]([Cl:24])CCl.[CH:25]1[CH:26]=C[C:28]2[N:33](O)N=[N:31][C:29]=2[CH:30]=1.NC1C=NC=CC=1. Product: [CH2:2]([O:3][C:4]([C:6]1[NH:7][C:8]2[C:13]([C:14]=1[CH2:15][CH2:16][CH2:21][Cl:24])=[CH:12][C:11]([C:18](=[O:20])[NH:31][C:29]1[CH:28]=[N:33][CH:26]=[CH:25][CH:30]=1)=[CH:10][CH:9]=2)=[O:5])[CH3:1]. The catalyst class is: 3. (2) The catalyst class is: 5. Product: [C:48]1([CH:7]([C:1]2[CH:2]=[CH:3][CH:4]=[CH:5][CH:6]=2)[N:8]2[CH:13]=[CH:12][CH:11]=[C:10]([C:14]([NH:16][C@@H:17]([CH2:22][C:23]3[N:24]=[CH:25][N:26]([C:28]([C:41]4[CH:42]=[CH:43][CH:44]=[CH:45][CH:46]=4)([C:29]4[CH:30]=[CH:31][CH:32]=[CH:33][CH:34]=4)[C:35]4[CH:36]=[CH:37][CH:38]=[CH:39][CH:40]=4)[CH:27]=3)[C:18]([OH:20])=[O:19])=[O:15])[C:9]2=[O:47])[CH:53]=[CH:52][CH:51]=[CH:50][CH:49]=1. Reactant: [C:1]1([CH:7]([C:48]2[CH:53]=[CH:52][CH:51]=[CH:50][CH:49]=2)[N:8]2[CH:13]=[CH:12][CH:11]=[C:10]([C:14]([NH:16][C@@H:17]([CH2:22][C:23]3[N:24]=[CH:25][N:26]([C:28]([C:41]4[CH:46]=[CH:45][CH:44]=[CH:43][CH:42]=4)([C:35]4[CH:40]=[CH:39][CH:38]=[CH:37][CH:36]=4)[C:29]4[CH:34]=[CH:33][CH:32]=[CH:31][CH:30]=4)[CH:27]=3)[C:18]([O:20]C)=[O:19])=[O:15])[C:9]2=[O:47])[CH:6]=[CH:5][CH:4]=[CH:3][CH:2]=1.[OH-].[Na+]. (3) Reactant: Cl.Br[C:3]1[CH:8]=[CH:7][N:6]=[CH:5][CH:4]=1.[P:9]([O-:16])([O:13][CH2:14][CH3:15])[O:10][CH2:11][CH3:12].C1(C)C=CC=CC=1. Product: [N:6]1[CH:7]=[CH:8][C:3]([P:9](=[O:16])([O:13][CH2:14][CH3:15])[O:10][CH2:11][CH3:12])=[CH:4][CH:5]=1. The catalyst class is: 103. (4) Reactant: [NH2:1][C:2]1[C:3](=[O:13])[N:4]([CH2:10][CH2:11][CH3:12])[C:5](=[O:9])[NH:6][C:7]=1[NH2:8].[Cl:14][C:15]1[CH:23]=[CH:22][C:18]([C:19](O)=[O:20])=[CH:17][N:16]=1.CCN=C=NCCCN(C)C.Cl. Product: [NH2:8][C:7]1[NH:6][C:5](=[O:9])[N:4]([CH2:10][CH2:11][CH3:12])[C:3](=[O:13])[C:2]=1[NH:1][C:19](=[O:20])[C:18]1[CH:22]=[CH:23][C:15]([Cl:14])=[N:16][CH:17]=1. The catalyst class is: 5. (5) Reactant: [CH2:1]([O:8][NH:9][C:10]([CH:12]1[N:21]([S:22]([C:25]2[CH:30]=[CH:29][C:28]([O:31][CH2:32][CH2:33][O:34]C(=O)C)=[CH:27][CH:26]=2)(=[O:24])=[O:23])[CH2:20][C:15]2=[N:16][CH:17]=[CH:18][N:19]=[C:14]2[CH2:13]1)=[O:11])[C:2]1[CH:7]=[CH:6][CH:5]=[CH:4][CH:3]=1.[OH-].[Na+].CO. Product: [CH2:1]([O:8][NH:9][C:10]([CH:12]1[N:21]([S:22]([C:25]2[CH:26]=[CH:27][C:28]([O:31][CH2:32][CH2:33][OH:34])=[CH:29][CH:30]=2)(=[O:24])=[O:23])[CH2:20][C:15]2=[N:16][CH:17]=[CH:18][N:19]=[C:14]2[CH2:13]1)=[O:11])[C:2]1[CH:7]=[CH:6][CH:5]=[CH:4][CH:3]=1. The catalyst class is: 71. (6) Reactant: I[C:2]1[CH:7]=[CH:6][C:5]([N:8]2[C:12](=[O:13])[CH2:11][C:10](=[O:14])[NH:9]2)=[CH:4][CH:3]=1.[C:15]1(B(O)O)[CH:20]=[CH:19][CH:18]=[CH:17][CH:16]=1.CO.C([O-])([O-])=O.[Na+].[Na+]. Product: [C:2]1([C:15]2[CH:20]=[CH:19][CH:18]=[CH:17][CH:16]=2)[CH:7]=[CH:6][C:5]([N:8]2[C:12](=[O:13])[CH2:11][C:10](=[O:14])[NH:9]2)=[CH:4][CH:3]=1. The catalyst class is: 640. (7) Reactant: C(Cl)(=O)C(Cl)=O.[CH:7]1([C:13]2[C:21]3[C:16](=[CH:17][C:18]([C:22](O)=[O:23])=[CH:19][CH:20]=3)[N:15]([CH3:25])[C:14]=2[C:26]2[CH:30]=[CH:29][O:28][CH:27]=2)[CH2:12][CH2:11][CH2:10][CH2:9][CH2:8]1.C[N:32](C=O)C.N. Product: [CH:7]1([C:13]2[C:21]3[C:16](=[CH:17][C:18]([C:22]([NH2:32])=[O:23])=[CH:19][CH:20]=3)[N:15]([CH3:25])[C:14]=2[C:26]2[CH:30]=[CH:29][O:28][CH:27]=2)[CH2:8][CH2:9][CH2:10][CH2:11][CH2:12]1. The catalyst class is: 2. (8) Reactant: [CH:1]1([C:4]2[N:5]=[CH:6][C:7]([NH2:10])=[N:8][CH:9]=2)[CH2:3][CH2:2]1.C1C(=O)N([Br:18])C(=O)C1. Product: [Br:18][C:6]1[C:7]([NH2:10])=[N:8][CH:9]=[C:4]([CH:1]2[CH2:3][CH2:2]2)[N:5]=1. The catalyst class is: 10. (9) Reactant: [Br:1][C:2]1[CH:7]=[C:6]([C:8]2[CH:13]=[CH:12][CH:11]=[CH:10][CH:9]=2)[N:5]=[N:4][C:3]=1[NH2:14].Cl[CH2:16][CH:17](OCC)OCC.CC1C=CC(S(O)(=O)=O)=CC=1. Product: [Br:1][C:2]1[C:3]2[N:4]([CH:16]=[CH:17][N:14]=2)[N:5]=[C:6]([C:8]2[CH:13]=[CH:12][CH:11]=[CH:10][CH:9]=2)[CH:7]=1. The catalyst class is: 32. (10) Reactant: [Br:1][C:2]1[CH:3]=[C:4]([O:9][C:10]2[CH:15]=[CH:14][CH:13]=[CH:12][CH:11]=2)[C:5]([NH2:8])=[N:6][CH:7]=1.[C:16]([N:24]=[C:25]=[S:26])(=[O:23])[C:17]1[CH:22]=[CH:21][CH:20]=[CH:19][CH:18]=1. Product: [C:16]([NH:24][C:25]([NH:8][C:5]1[C:4]([O:9][C:10]2[CH:15]=[CH:14][CH:13]=[CH:12][CH:11]=2)=[CH:3][C:2]([Br:1])=[CH:7][N:6]=1)=[S:26])(=[O:23])[C:17]1[CH:22]=[CH:21][CH:20]=[CH:19][CH:18]=1. The catalyst class is: 1.